Dataset: Forward reaction prediction with 1.9M reactions from USPTO patents (1976-2016). Task: Predict the product of the given reaction. (1) Given the reactants [C:1]1([CH3:26])[CH:6]=[CH:5][C:4]([N:7]2[C:11]([NH:12][C:13](=[O:21])OC3C=CC=CC=3)=[CH:10][C:9]([C:22]([F:25])([F:24])[F:23])=[N:8]2)=[CH:3][CH:2]=1.[CH3:27][O:28][C:29]1[CH:30]=[C:31]2[C:36](=[CH:37][C:38]=1[O:39][CH2:40][CH2:41][O:42][CH3:43])[N:35]=[CH:34][N:33]=[C:32]2[O:44][C:45]1[CH:46]=[C:47]([CH:49]=[CH:50][CH:51]=1)[NH2:48], predict the reaction product. The product is: [CH3:27][O:28][C:29]1[CH:30]=[C:31]2[C:36](=[CH:37][C:38]=1[O:39][CH2:40][CH2:41][O:42][CH3:43])[N:35]=[CH:34][N:33]=[C:32]2[O:44][C:45]1[CH:46]=[C:47]([NH:48][C:13]([NH:12][C:11]2[N:7]([C:4]3[CH:3]=[CH:2][C:1]([CH3:26])=[CH:6][CH:5]=3)[N:8]=[C:9]([C:22]([F:23])([F:25])[F:24])[CH:10]=2)=[O:21])[CH:49]=[CH:50][CH:51]=1. (2) Given the reactants Cl.Cl[CH2:3][CH2:4][CH:5]1[CH2:9][CH2:8][CH2:7][N:6]1[CH3:10].[NH:11]1[CH2:15][CH2:14][NH:13][C:12]1=[C:16]([C:19]#[N:20])[C:17]#[N:18].C(=O)([O-])[O-].[K+].[K+].[I-].[Na+], predict the reaction product. The product is: [CH3:10][N:6]1[CH2:7][CH2:8][CH2:9][CH:5]1[CH2:4][CH2:3][N:11]1[CH2:15][CH2:14][N:13]([CH2:3][CH2:4][CH:5]2[CH2:9][CH2:8][CH2:7][N:6]2[CH3:10])[C:12]1=[C:16]([C:19]#[N:20])[C:17]#[N:18]. (3) The product is: [CH3:1][O:2][C:3]([C:5]1[C:10]([CH3:11])=[C:9]([NH2:12])[CH:8]=[C:7]([C:16]2[CH:21]=[CH:20][C:19]([Cl:22])=[C:18]([O:23][CH3:24])[C:17]=2[F:25])[N:6]=1)=[O:4]. Given the reactants [CH3:1][O:2][C:3]([C:5]1[C:10]([CH3:11])=[C:9]([NH:12]C(=O)C)[CH:8]=[C:7]([C:16]2[CH:21]=[CH:20][C:19]([Cl:22])=[C:18]([O:23][CH3:24])[C:17]=2[F:25])[N:6]=1)=[O:4].C(Cl)(=O)C, predict the reaction product. (4) Given the reactants [F:1][C:2]1[CH:7]=[CH:6][C:5]([N:8]2[C:16]3[C:11](=[CH:12][CH:13]=[CH:14][CH:15]=3)[CH:10]([C:17]3[C:26]([OH:27])=[CH:25][C:20]4[O:21][CH2:22][CH2:23][O:24][C:19]=4[CH:18]=3)[C:9]2=[O:28])=[CH:4][CH:3]=1.[C:29]1(C(C2C=CC=CC=2)N2C3C(=CC=CC=3)C(C3C=C(C)C(OC)=CC=3O)C2=O)C=CC=CC=1, predict the reaction product. The product is: [F:1][C:2]1[CH:7]=[CH:6][C:5]([N:8]2[C:16]3[C:11](=[CH:12][CH:13]=[CH:14][CH:15]=3)[C:10]3([C:17]4[C:26](=[CH:25][C:20]5[O:21][CH2:22][CH2:23][O:24][C:19]=5[CH:18]=4)[O:27][CH2:29]3)[C:9]2=[O:28])=[CH:4][CH:3]=1. (5) Given the reactants [CH3:1][O:2][C:3]1[CH:8]=[CH:7][N:6]([C:9]2[CH:14]=[CH:13][C:12]([N:15]3[CH2:20][CH2:19][NH:18][CH2:17][CH2:16]3)=[CH:11][CH:10]=2)[C:5](=[O:21])[CH:4]=1.CC1C=CC(S(O[CH2:33][CH2:34][CH2:35][C:36]2[C:44]3[C:39](=[CH:40][CH:41]=[C:42]([C:45]#[N:46])[CH:43]=3)[NH:38][CH:37]=2)(=O)=O)=CC=1.C(=O)([O-])[O-].[K+].[K+].[I-].[K+], predict the reaction product. The product is: [CH3:1][O:2][C:3]1[CH:8]=[CH:7][N:6]([C:9]2[CH:10]=[CH:11][C:12]([N:15]3[CH2:16][CH2:17][N:18]([CH2:33][CH2:34][CH2:35][C:36]4[C:44]5[C:39](=[CH:40][CH:41]=[C:42]([C:45]#[N:46])[CH:43]=5)[NH:38][CH:37]=4)[CH2:19][CH2:20]3)=[CH:13][CH:14]=2)[C:5](=[O:21])[CH:4]=1.